Dataset: Forward reaction prediction with 1.9M reactions from USPTO patents (1976-2016). Task: Predict the product of the given reaction. (1) Given the reactants [Br:1][C:2]1[CH:3]=[C:4]([C:19]([NH2:21])=[O:20])[C:5]2[NH:6][C:7]3[C:12]([C:13]=2[CH:14]=1)=[CH:11][CH:10]=[C:9]([C:15](O)([CH3:17])[CH3:16])[CH:8]=3.Cl.[NH:23]1[CH2:28][CH2:27][O:26][CH2:25][CH2:24]1, predict the reaction product. The product is: [Br:1][C:2]1[CH:3]=[C:4]([C:19]([NH2:21])=[O:20])[C:5]2[NH:6][C:7]3[C:12]([C:13]=2[CH:14]=1)=[CH:11][CH:10]=[C:9]([C:15]([N:23]1[CH2:28][CH2:27][O:26][CH2:25][CH2:24]1)([CH3:16])[CH3:17])[CH:8]=3. (2) Given the reactants [C:1](O)([C:3]([F:6])([F:5])[F:4])=[O:2].[NH:8]1[CH2:11][CH:10]([C:12]2[N:17]=[CH:16][C:15]([N:18]([CH3:29])[C:19]3[N:24]=[CH:23][C:22]4[N:25]=[CH:26][N:27]([CH3:28])[C:21]=4[CH:20]=3)=[C:14]([CH2:30][CH3:31])[CH:13]=2)[CH2:9]1, predict the reaction product. The product is: [CH2:30]([C:14]1[C:15]([N:18]([CH3:29])[C:19]2[N:24]=[CH:23][C:22]3[N:25]=[CH:26][N:27]([CH3:28])[C:21]=3[CH:20]=2)=[CH:16][N:17]=[C:12]([CH:10]2[CH2:11][N:8]([C:1](=[O:2])[C:3]([F:6])([F:5])[F:4])[CH2:9]2)[CH:13]=1)[CH3:31]. (3) The product is: [F:11][C:12]1[C:20]([N:21]([CH3:28])[S:22]([CH2:25][CH2:26][CH3:27])(=[O:24])=[O:23])=[CH:19][CH:18]=[C:17]([F:29])[C:13]=1[C:14]([NH:10][C:8]1[CH:9]=[C:4]2[C:3]([O:34][CH3:33])=[N:2][NH:1][C:5]2=[N:6][CH:7]=1)=[O:15].[F:11][C:12]1[C:20]([N:21]([CH3:28])[S:22]([CH2:25][CH2:26][CH3:27])(=[O:23])=[O:24])=[CH:19][CH:18]=[C:17]([F:29])[C:13]=1[C:14]([OH:16])=[O:15].[F:30][C:31]1[C:39]([NH:40][S:41]([CH2:44][CH2:45][CH3:46])(=[O:42])=[O:43])=[CH:38][CH:37]=[C:36]([F:47])[C:32]=1[C:33]([OH:35])=[O:34]. Given the reactants [NH:1]1[C:5]2=[N:6][CH:7]=[C:8]([NH2:10])[CH:9]=[C:4]2[CH:3]=[N:2]1.[F:11][C:12]1[C:20]([N:21]([CH3:28])[S:22]([CH2:25][CH2:26][CH3:27])(=[O:24])=[O:23])=[CH:19][CH:18]=[C:17]([F:29])[C:13]=1[C:14]([OH:16])=[O:15].[F:30][C:31]1[C:39]([NH:40][S:41]([CH2:44][CH2:45][CH3:46])(=[O:43])=[O:42])=[CH:38][CH:37]=[C:36]([F:47])[C:32]=1[C:33]([OH:35])=[O:34], predict the reaction product. (4) The product is: [N:8]1[C:7]2[CH:6]=[CH:5][N:4]=[CH:3][C:2]=2[S:10][C:9]=1[NH:11][C@H:12]1[CH2:16][CH2:15][CH2:14][C@@H:13]1[NH:17][C:18](=[O:30])[C:19]1[CH:24]=[CH:23][CH:22]=[CH:21][C:20]=1[N:25]1[N:29]=[CH:28][CH:27]=[N:26]1. Given the reactants I[C:2]1[CH:3]=[N:4][CH:5]=[CH:6][C:7]=1[NH:8][C:9]([NH:11][C@H:12]1[CH2:16][CH2:15][CH2:14][C@@H:13]1[NH:17][C:18](=[O:30])[C:19]1[CH:24]=[CH:23][CH:22]=[CH:21][C:20]=1[N:25]1[N:29]=[CH:28][CH:27]=[N:26]1)=[S:10].N1C2C(=CC=C3C=2N=CC=C3)C=CC=1, predict the reaction product.